The task is: Predict the reaction yield, written as a fraction of the theoretical maximum amount of product (1.0 means a 100% yield; for example, 0.34 means a 34% yield).. This data is from Reaction yield outcomes from USPTO patents with 853,638 reactions. (1) The reactants are [Cl:1][C:2]1[O:6][C:5]([C:7]([NH:9][C@@H:10]([CH2:23][C:24]2[CH:29]=[CH:28][CH:27]=[CH:26][C:25]=2[C:30]([F:33])([F:32])[F:31])[CH2:11][N:12]2C(=O)C3C(=CC=CC=3)C2=O)=[O:8])=[CH:4][C:3]=1[C:34]1[N:38]([CH3:39])[N:37]=[CH:36][C:35]=1[Cl:40].NN. The catalyst is O1CCCC1.CO. The product is [NH2:12][CH2:11][C@@H:10]([NH:9][C:7]([C:5]1[O:6][C:2]([Cl:1])=[C:3]([C:34]2[N:38]([CH3:39])[N:37]=[CH:36][C:35]=2[Cl:40])[CH:4]=1)=[O:8])[CH2:23][C:24]1[CH:29]=[CH:28][CH:27]=[CH:26][C:25]=1[C:30]([F:33])([F:32])[F:31]. The yield is 0.650. (2) The reactants are [Br:1][C:2]1[C:10]2[N:9]=[C:8]([CH3:11])[NH:7][C:6]=2[CH:5]=[C:4]([N+:12]([O-:14])=[O:13])[CH:3]=1.Br[CH2:16][C:17]1[CH:22]=[CH:21][CH:20]=[C:19]([C:23]([F:26])([F:25])[F:24])[C:18]=1[CH3:27].C(=O)([O-])[O-].[Cs+].[Cs+].O. The catalyst is CN(C=O)C. The product is [Br:1][C:2]1[C:10]2[N:9]=[C:8]([CH3:11])[N:7]([CH2:16][C:17]3[CH:22]=[CH:21][CH:20]=[C:19]([C:23]([F:24])([F:25])[F:26])[C:18]=3[CH3:27])[C:6]=2[CH:5]=[C:4]([N+:12]([O-:14])=[O:13])[CH:3]=1. The yield is 0.620. (3) The reactants are Br[CH2:2][C:3]([N:5]([CH2:7][C:8]1[S:16][C:15]2[C:14]([N:17]3[CH2:22][CH2:21][O:20][CH2:19][CH2:18]3)=[N:13][C:12]([Cl:23])=[N:11][C:10]=2[CH:9]=1)[CH3:6])=[O:4].CCN(CC)CC.Cl.[OH:32][C@@H:33]1[CH2:38][CH2:37][CH2:36][NH:35][CH2:34]1. The catalyst is O1CCOCC1. The product is [Cl:23][C:12]1[N:13]=[C:14]([N:17]2[CH2:22][CH2:21][O:20][CH2:19][CH2:18]2)[C:15]2[S:16][C:8]([CH2:7][N:5]([CH3:6])[C:3](=[O:4])[CH2:2][N:35]3[CH2:36][CH2:37][CH2:38][C@@H:33]([OH:32])[CH2:34]3)=[CH:9][C:10]=2[N:11]=1. The yield is 0.980. (4) The reactants are [N:1]12[CH2:8][CH2:7][C:4]([C:9]([C:17]3[CH:22]=[CH:21][CH:20]=[CH:19][CH:18]=3)([C:11]3[CH:16]=[CH:15][CH:14]=[CH:13][CH:12]=3)[OH:10])([CH2:5][CH2:6]1)[CH2:3][CH2:2]2.[Br:23][CH2:24][CH2:25][O:26][CH2:27][C:28]1[CH:33]=[CH:32][C:31]([C:34]([CH3:37])([CH3:36])[CH3:35])=[CH:30][CH:29]=1. The catalyst is CC#N.C(Cl)(Cl)Cl. The product is [Br-:23].[CH3:37][C:34]([C:31]1[CH:30]=[CH:29][C:28]([CH2:27][O:26][CH2:25][CH2:24][N+:1]23[CH2:6][CH2:5][C:4]([C:9]([OH:10])([C:17]4[CH:22]=[CH:21][CH:20]=[CH:19][CH:18]=4)[C:11]4[CH:12]=[CH:13][CH:14]=[CH:15][CH:16]=4)([CH2:3][CH2:2]2)[CH2:7][CH2:8]3)=[CH:33][CH:32]=1)([CH3:35])[CH3:36]. The yield is 0.160. (5) The reactants are Cl[C:2]1[C:11]([CH:12]=[O:13])=[CH:10][C:9]2[C:4](=[C:5]([Cl:14])[CH:6]=[CH:7][CH:8]=2)[N:3]=1.[CH3:15][O:16][C:17]1[CH:22]=[N:21][CH:20]=[C:19]([Sn](CCCC)(CCCC)CCCC)[N:18]=1. The product is [Cl:14][C:5]1[CH:6]=[CH:7][CH:8]=[C:9]2[C:4]=1[N:3]=[C:2]([C:19]1[CH:20]=[N:21][CH:22]=[C:17]([O:16][CH3:15])[N:18]=1)[C:11]([CH:12]=[O:13])=[CH:10]2. The catalyst is O1CCOCC1. The yield is 0.630. (6) The reactants are [OH-].[Na+].C[O:4][C:5](=[O:21])[C:6]1[C:7](=[C:12]([CH2:16][NH:17][C:18]([NH2:20])=[O:19])[CH:13]=[CH:14][CH:15]=1)[C:8]([O:10]C)=[O:9]. The catalyst is O.C(O)C. The product is [NH:17]([CH2:16][C:12]1[CH:13]=[CH:14][CH:15]=[C:6]([C:5]([OH:21])=[O:4])[C:7]=1[C:8]([OH:10])=[O:9])[C:18]([NH2:20])=[O:19]. The yield is 0.760. (7) The catalyst is C(O)C. The reactants are [CH3:1][C:2]1[CH:7]=[C:6]([CH3:8])[CH:5]=[C:4]([CH3:9])[C:3]=1[NH:10][C:11]1[CH:16]=[CH:15][N:14]=[C:13]([NH:17][C:18]2[CH:25]=[CH:24][C:21]([C:22]#[N:23])=[CH:20][CH:19]=2)[N:12]=1.[ClH:26].CC(O)C. The product is [ClH:26].[CH3:1][C:2]1[CH:7]=[C:6]([CH3:8])[CH:5]=[C:4]([CH3:9])[C:3]=1[NH:10][C:11]1[CH:16]=[CH:15][N:14]=[C:13]([NH:17][C:18]2[CH:25]=[CH:24][C:21]([C:22]#[N:23])=[CH:20][CH:19]=2)[N:12]=1. The yield is 0.860. (8) The reactants are [F:1][C:2]([F:23])([C:17]1[CH:22]=[CH:21][CH:20]=[CH:19][N:18]=1)[CH2:3][NH:4][N:5]1[CH2:10][CH2:9][C:8]([CH3:11])=[C:7]([CH2:12][C:13]([OH:15])=O)[C:6]1=[O:16].[NH2:24][C:25]1[N:30]=[C:29]([CH2:31][OH:32])[C:28]([CH2:33][NH2:34])=[C:27]([CH3:35])[CH:26]=1.C(N(CC)CC)C.C(Cl)CCl. The catalyst is CN(C=O)C. The product is [NH2:24][C:25]1[N:30]=[C:29]([CH2:31][OH:32])[C:28]([CH2:33][NH:34][C:13](=[O:15])[CH2:12][C:7]2[C:6](=[O:16])[N:5]([NH:4][CH2:3][C:2]([F:1])([F:23])[C:17]3[CH:22]=[CH:21][CH:20]=[CH:19][N:18]=3)[CH2:10][CH2:9][C:8]=2[CH3:11])=[C:27]([CH3:35])[CH:26]=1. The yield is 0.370. (9) The reactants are C([N-]C(C)C)(C)C.[Li+].[F:9][C:10]([F:22])([F:21])[C:11]1[CH:12]=[C:13]([CH2:17][C:18]([OH:20])=[O:19])[CH:14]=[CH:15][CH:16]=1.I[CH2:24][CH:25]1[CH2:29][CH2:28][CH2:27][CH2:26]1. The catalyst is O1CCCC1.CN1CCCN(C)C1=O.CN1CCCN(C)C1=O. The product is [CH:25]1([CH2:24][CH:17]([C:13]2[CH:14]=[CH:15][CH:16]=[C:11]([C:10]([F:21])([F:22])[F:9])[CH:12]=2)[C:18]([OH:20])=[O:19])[CH2:29][CH2:28][CH2:27][CH2:26]1. The yield is 0.805.